Dataset: Catalyst prediction with 721,799 reactions and 888 catalyst types from USPTO. Task: Predict which catalyst facilitates the given reaction. (1) Reactant: [C:1]([O:5][C:6]([NH:8][C@H:9]([C:13]1[CH:17]=[CH:16][S:15][CH:14]=1)[C:10](O)=[O:11])=[O:7])([CH3:4])([CH3:3])[CH3:2].N1C=CC=CC=1.N1C(F)=NC(F)=NC=1[F:26]. Product: [F:26][C:10](=[O:11])[C@H:9]([NH:8][C:6](=[O:7])[O:5][C:1]([CH3:4])([CH3:3])[CH3:2])[C:13]1[CH:17]=[CH:16][S:15][CH:14]=1. The catalyst class is: 2. (2) Reactant: [F:1][C:2]1[CH:25]=[CH:24][CH:23]=[CH:22][C:3]=1[CH2:4][N:5]1[C:9]([C:10]2[CH:14]=[CH:13][O:12][N:11]=2)=[CH:8][C:7]([C:15]2[N:20]=[CH:19][C:18]([NH2:21])=[CH:17][N:16]=2)=[N:6]1.Cl[C:27]([O:29][CH3:30])=[O:28]. Product: [F:1][C:2]1[CH:25]=[CH:24][CH:23]=[CH:22][C:3]=1[CH2:4][N:5]1[C:9]([C:10]2[CH:14]=[CH:13][O:12][N:11]=2)=[CH:8][C:7]([C:15]2[N:20]=[CH:19][C:18]([NH:21][C:27](=[O:28])[O:29][CH3:30])=[CH:17][N:16]=2)=[N:6]1. The catalyst class is: 228.